This data is from Reaction yield outcomes from USPTO patents with 853,638 reactions. The task is: Predict the reaction yield, written as a fraction of the theoretical maximum amount of product (1.0 means a 100% yield; for example, 0.34 means a 34% yield). (1) The reactants are [S:1]1[CH2:6][CH:5]=[C:4]([C:7]2[S:8][C:9]([C:12]3[CH:13]=[C:14]([NH:19][C:20]4[N:25]=[C:24]([C:26]([F:29])([F:28])[F:27])[CH:23]=[CH:22][N:21]=4)[CH:15]=[C:16]([CH3:18])[CH:17]=3)=[CH:10][N:11]=2)[CH2:3][CH2:2]1. The yield is 0.480. The catalyst is CCOC(C)=O.[Pd]. The product is [CH3:18][C:16]1[CH:15]=[C:14]([NH:19][C:20]2[N:25]=[C:24]([C:26]([F:29])([F:27])[F:28])[CH:23]=[CH:22][N:21]=2)[CH:13]=[C:12]([C:9]2[S:8][C:7]([CH:4]3[CH2:3][CH2:2][S:1][CH2:6][CH2:5]3)=[N:11][CH:10]=2)[CH:17]=1. (2) The reactants are [CH2:1]([O:8][C:9]1[CH:14]=[CH:13][C:12]([CH2:15][C:16](=[O:20])[C:17]([OH:19])=[O:18])=[C:11]([N+:21]([O-:23])=[O:22])[CH:10]=1)[C:2]1[CH:7]=[CH:6][CH:5]=[CH:4][CH:3]=1.Cl.[CH3:25]O. No catalyst specified. The product is [CH3:25][O:18][C:17](=[O:19])[C:16](=[O:20])[CH2:15][C:12]1[CH:13]=[CH:14][C:9]([O:8][CH2:1][C:2]2[CH:3]=[CH:4][CH:5]=[CH:6][CH:7]=2)=[CH:10][C:11]=1[N+:21]([O-:23])=[O:22]. The yield is 0.710. (3) The reactants are [CH2:1]([O:3][C:4]([C:6]1[CH:10]=[C:9]([C:11]([O:13][CH2:14][CH3:15])=[O:12])[N:8]([CH2:16][C:17]([O:19][C:20]([CH3:23])([CH3:22])[CH3:21])=[O:18])[N:7]=1)=[O:5])[CH3:2].[Li+].[OH-].Cl. The catalyst is O1CCCC1.O.C(OCC)(=O)C. The product is [CH2:1]([O:3][C:4]([C:6]1[CH:10]=[C:9]([C:11]([OH:13])=[O:12])[N:8]([CH2:16][C:17]([O:19][C:20]([CH3:21])([CH3:23])[CH3:22])=[O:18])[N:7]=1)=[O:5])[CH3:2].[CH2:1]([O:3][C:4]([C:6]1[CH:10]=[C:9]([C:11]([O:13][CH2:14][CH3:15])=[O:12])[N:8]([CH2:16][C:17]([O:19][C:20]([CH3:22])([CH3:21])[CH3:23])=[O:18])[N:7]=1)=[O:5])[CH3:2]. The yield is 0.530. (4) The reactants are C(N[CH:5]([CH3:7])[CH3:6])(C)C.[CH2:8]([Li])CCC.CCCCCC.[F:19][C:20]1[CH:25]=[C:24]([CH3:26])[CH:23]=[CH:22][N:21]=1.[O:27]1[CH2:31][CH2:30][CH2:29][CH2:28]1. The catalyst is O. The product is [F:19][C:20]1[CH:25]=[C:24]([CH2:26][C:31]([C:30]2[CH:29]=[CH:28][CH:7]=[C:5]([CH3:6])[CH:8]=2)=[O:27])[CH:23]=[CH:22][N:21]=1. The yield is 0.520. (5) The reactants are [NH2:1][CH:2]1[CH2:7][CH2:6][N:5]([CH2:8][CH2:9][N:10]2[C:19]3[C:14](=[CH:15][CH:16]=[C:17]([O:20][CH3:21])[CH:18]=3)[N:13]=[C:12]([CH3:22])[C:11]2=[O:23])[CH2:4][CH2:3]1.[O:24]=[C:25]1[CH2:30][O:29][C:28]2[CH:31]=[CH:32][C:33]([CH:35]=O)=[N:34][C:27]=2[NH:26]1.C(O[BH-](OC(=O)C)OC(=O)C)(=O)C.[Na+]. No catalyst specified. The product is [CH3:21][O:20][C:17]1[CH:18]=[C:19]2[C:14]([N:13]=[C:12]([CH3:22])[C:11](=[O:23])[N:10]2[CH2:9][CH2:8][N:5]2[CH2:4][CH2:3][CH:2]([NH:1][CH2:35][C:33]3[CH:32]=[CH:31][C:28]4[O:29][CH2:30][C:25](=[O:24])[NH:26][C:27]=4[N:34]=3)[CH2:7][CH2:6]2)=[CH:15][CH:16]=1. The yield is 0.730. (6) The yield is 0.770. The product is [F:1][C:2]([F:19])([F:20])[C:3]1[CH:4]=[C:5]([C:9]2[CH2:18][CH2:17][C:12](=[O:13])[CH2:11][CH:10]=2)[CH:6]=[CH:7][CH:8]=1. The catalyst is C(Cl)Cl. The reactants are [F:1][C:2]([F:20])([F:19])[C:3]1[CH:4]=[C:5]([C:9]2[CH2:18][CH2:17][C:12]3(OCC[O:13]3)[CH2:11][CH:10]=2)[CH:6]=[CH:7][CH:8]=1.C(O)(C(F)(F)F)=O.CCOC(C)=O. (7) The reactants are [CH3:1][C:2]1[CH:31]=[CH:30][CH:29]=[C:28]([CH3:32])[C:3]=1[C:4]([NH:6][CH:7]([C:22]1[O:23][C:24]([CH3:27])=[CH:25][CH:26]=1)[C:8]12[N:14](C(OC(C)(C)C)=O)[CH:11]([CH2:12][CH2:13]1)[CH2:10][CH2:9]2)=[O:5].Cl.C([O-])(O)=O.[Na+].[Na+].[Cl-]. The catalyst is O1CCOCC1.C(Cl)(Cl)Cl.O. The product is [C:8]12([CH:7]([C:22]3[O:23][C:24]([CH3:27])=[CH:25][CH:26]=3)[NH:6][C:4](=[O:5])[C:3]3[C:28]([CH3:32])=[CH:29][CH:30]=[CH:31][C:2]=3[CH3:1])[NH:14][CH:11]([CH2:10][CH2:9]1)[CH2:12][CH2:13]2. The yield is 0.760.